From a dataset of Reaction yield outcomes from USPTO patents with 853,638 reactions. Predict the reaction yield, written as a fraction of the theoretical maximum amount of product (1.0 means a 100% yield; for example, 0.34 means a 34% yield). (1) The reactants are [OH:1][CH2:2][CH:3]1[CH2:8][CH:7]2[N:9]([C:10]([O:12][CH2:13][C:14]3[CH:19]=[CH:18][CH:17]=[CH:16][CH:15]=3)=[O:11])[CH:4]1[CH2:5][CH2:6]2.C(N(CC)CC)C.[S:27](Cl)([C:30]1[CH:36]=[CH:35][C:33]([CH3:34])=[CH:32][CH:31]=1)(=[O:29])=[O:28].C(OCC)(=O)C.CCCCCC. The catalyst is ClCCl. The product is [S:27]([O:1][CH2:2][CH:3]1[CH2:8][CH:7]2[N:9]([C:10]([O:12][CH2:13][C:14]3[CH:15]=[CH:16][CH:17]=[CH:18][CH:19]=3)=[O:11])[CH:4]1[CH2:5][CH2:6]2)([C:30]1[CH:36]=[CH:35][C:33]([CH3:34])=[CH:32][CH:31]=1)(=[O:29])=[O:28]. The yield is 0.640. (2) The reactants are [NH2:1][C:2]([C:4]1[CH:9]=[C:8]([C:10]([NH:12][CH2:13][C:14]([CH3:17])([CH3:16])[CH3:15])=[O:11])[CH:7]=[CH:6][C:5]=1[C:18]1[C:23]([CH3:24])=[C:22]([F:25])[CH:21]=[C:20]([C:26]([OH:28])=O)[CH:19]=1)=[O:3].CN(C(ON1N=NC2C=CC=CC1=2)=[N+](C)C)C.F[P-](F)(F)(F)(F)F.CCN(CC)CC.[NH2:60][C@@H:61]([CH3:64])[CH2:62][OH:63]. The product is [CH3:17][C:14]([CH3:15])([CH3:16])[CH2:13][NH:12][C:10]([C:8]1[CH:9]=[C:4]([C:2]([NH2:1])=[O:3])[C:5]([C:18]2[C:23]([CH3:24])=[C:22]([F:25])[CH:21]=[C:20]([C:26]([NH:60][C@@H:61]([CH3:64])[CH2:62][OH:63])=[O:28])[CH:19]=2)=[CH:6][CH:7]=1)=[O:11]. The yield is 0.570. The catalyst is CN(C=O)C.